Task: Predict the reaction yield, written as a fraction of the theoretical maximum amount of product (1.0 means a 100% yield; for example, 0.34 means a 34% yield).. Dataset: Reaction yield outcomes from USPTO patents with 853,638 reactions The reactants are [C:1]([NH:18][C@H:19]([C:23]([OH:25])=[O:24])[CH:20]([CH3:22])[CH3:21])([O:3][CH2:4][CH:5]1[C:17]2[C:12](=[CH:13][CH:14]=[CH:15][CH:16]=2)[C:11]2[C:6]1=[CH:7][CH:8]=[CH:9][CH:10]=2)=[O:2].CCN(C(C)C)C(C)C.[Cl-].O[C@H:37](/[CH:59]=[CH:60]/[CH2:61][CH2:62][S:63][C:64]([C:77]1[CH:82]=[CH:81][CH:80]=[CH:79][CH:78]=1)([C:71]1[CH:76]=[CH:75][CH:74]=[CH:73][CH:72]=1)[C:65]1[CH:70]=[CH:69][CH:68]=[CH:67][CH:66]=1)[CH2:38][C:39]([NH:41][CH2:42][C:43]1[N:48]=[C:47]([C:49]2[CH:54]=[CH:53][CH:52]=[C:51]([C:55]([O:57][CH3:58])=[O:56])[N:50]=2)[CH:46]=[CH:45][CH:44]=1)=[O:40]. The catalyst is C1COCC1.CN(C1C=CN=CC=1)C. The product is [CH:7]1[C:6]2[CH:5]([CH2:4][O:3][C:1](=[O:2])[NH:18][C@H:19]([CH:20]([CH3:21])[CH3:22])[C:23](=[O:25])[O:24][C@H:37](/[CH:59]=[CH:60]/[CH2:61][CH2:62][S:63][C:64]([C:77]3[CH:82]=[CH:81][CH:80]=[CH:79][CH:78]=3)([C:71]3[CH:72]=[CH:73][CH:74]=[CH:75][CH:76]=3)[C:65]3[CH:66]=[CH:67][CH:68]=[CH:69][CH:70]=3)[CH2:38][C:39](=[O:40])[NH:41][CH2:42][C:43]3[N:48]=[C:47]([C:49]4[CH:54]=[CH:53][CH:52]=[C:51]([C:55]([O:57][CH3:58])=[O:56])[N:50]=4)[CH:46]=[CH:45][CH:44]=3)[C:17]3[C:12](=[CH:13][CH:14]=[CH:15][CH:16]=3)[C:11]=2[CH:10]=[CH:9][CH:8]=1. The yield is 0.920.